Dataset: Catalyst prediction with 721,799 reactions and 888 catalyst types from USPTO. Task: Predict which catalyst facilitates the given reaction. (1) Reactant: [CH3:1][O:2][C:3]([CH:5]1[CH2:11][N:10](CC2C=CC=CC=2)[CH2:9][CH2:8][CH2:7][N:6]1[S:19]([C:22]1[CH:27]=[CH:26][C:25]([O:28][CH3:29])=[CH:24][CH:23]=1)(=[O:21])=[O:20])=[O:4].[H][H]. Product: [CH3:1][O:2][C:3]([CH:5]1[CH2:11][NH:10][CH2:9][CH2:8][CH2:7][N:6]1[S:19]([C:22]1[CH:27]=[CH:26][C:25]([O:28][CH3:29])=[CH:24][CH:23]=1)(=[O:21])=[O:20])=[O:4]. The catalyst class is: 261. (2) Reactant: [CH3:1][C@@H:2]1[O:7][C@@H:6]([O:8][C@H:9]2[C@H:14]([O:15][C:16]3[C:17]4[O:71][C:67]5=[C:68]([Cl:70])[CH:69]=[C:64]([CH:65]=[CH:66]5)[C@@H:63]([OH:72])[C@@H:62]5[NH:73][C:74](=[O:75])[C@@H:43]([C:44]6[CH:45]=[CH:46][C:47]([OH:79])=[C:48]([C:50]7[C:55]([OH:56])=[CH:54][C:53]([OH:57])=[CH:52][C:51]=7[C@@H:58]([C:76]([OH:78])=[O:77])[NH:59][C:60]5=[O:61])[CH:49]=6)[NH:42][C:40](=[O:41])[C@H:39]5[C:19](=[CH:20][C:21]=3[O:22][C:23]3[CH:24]=[CH:25][C:26]([C@@H:30]([OH:94])[C@@H:31]([NH:84][C:85]([C@H:87]([NH:92][CH3:93])[CH2:88][CH:89]([CH3:91])[CH3:90])=[O:86])[C:32]([NH:34][C@@H:35]([CH2:80][C:81]([NH2:83])=[O:82])[C:36]([NH:38]5)=[O:37])=[O:33])=[CH:27][C:28]=3[Cl:29])[CH:18]=4)[O:13][C@H:12]([CH2:95][OH:96])[C@@H:11]([OH:97])[C@@H:10]2[OH:98])[CH2:5][C@@:4]([NH2:100])([CH3:99])[C@@H:3]1[OH:101].Cl. The catalyst class is: 95. Product: [CH3:1][C@@H:2]1[O:7][C@@H:6]([O:8][C@H:9]2[C@H:14]([O:15][C:16]3[C:17]4[O:71][C:67]5=[C:68]([Cl:70])[CH:69]=[C:64]([CH:65]=[CH:66]5)[C@@H:63]([OH:72])[C@@H:62]5[NH:73][C:74](=[O:75])[C@@H:43]([C:44]6[CH:45]=[CH:46][C:47]([OH:79])=[C:48]([C:50]7[C:55]([OH:56])=[CH:54][C:53]([OH:57])=[CH:52][C:51]=7[C@@H:58]([C:76]([OH:78])=[O:77])[NH:59][C:60]5=[O:61])[CH:49]=6)[NH:42][C:40](=[O:41])[C@H:39]5[C:19](=[CH:20][C:21]=3[O:22][C:23]3[CH:24]=[CH:25][C:26]([C@@H:30]([OH:94])[C@@H:31]([NH:84][C:85]([C@H:87]([NH:92][CH3:93])[CH2:88][CH:89]([CH3:90])[CH3:91])=[O:86])[C:32]([NH:34][C@@H:35]([CH2:80][C:81]([NH2:83])=[O:82])[C:36]([NH:38]5)=[O:37])=[O:33])=[CH:27][C:28]=3[Cl:29])[CH:18]=4)[O:13][C@H:12]([CH2:95][OH:96])[C@@H:11]([OH:97])[C@@H:10]2[OH:98])[CH2:5][C@@:4]([NH2:100])([CH3:99])[C@@H:3]1[OH:101]. (3) Reactant: [C:1]([O:5][C:6]([N:8]1[CH2:13][CH2:12][N:11]([C:14]2[CH:19]=[CH:18][C:17]([Cl:20])=[CH:16][CH:15]=2)[CH:10]([C:21]2[CH:26]=[CH:25][C:24](Br)=[CH:23][CH:22]=2)[CH2:9]1)=[O:7])([CH3:4])([CH3:3])[CH3:2].[Li]C(C)(C)C.CN(C)[CH:35]=[O:36]. Product: [C:1]([O:5][C:6]([N:8]1[CH2:13][CH2:12][N:11]([C:14]2[CH:19]=[CH:18][C:17]([Cl:20])=[CH:16][CH:15]=2)[CH:10]([C:21]2[CH:26]=[CH:25][C:24]([CH:35]=[O:36])=[CH:23][CH:22]=2)[CH2:9]1)=[O:7])([CH3:4])([CH3:3])[CH3:2]. The catalyst class is: 1. (4) Reactant: CCN(C(C)C)C(C)C.[OH:10][C:11]1[CH:12]=[CH:13][CH:14]=[C:15]2[C:20]=1[O:19][C:18](=[O:21])[C:17]([C:22]([OH:24])=O)=[CH:16]2.CN(C(ON1N=NC2C=CC=NC1=2)=[N+](C)C)C.F[P-](F)(F)(F)(F)F.[CH3:49][O:50][C:51]1[N:56]=[CH:55][C:54]([C:57]2[CH:58]=[C:59]([NH2:63])[CH:60]=[CH:61][CH:62]=2)=[CH:53][CH:52]=1. Product: [CH3:49][O:50][C:51]1[N:56]=[CH:55][C:54]([C:57]2[CH:58]=[C:59]([NH:63][C:22]([C:17]3[C:18](=[O:21])[O:19][C:20]4[C:15]([CH:16]=3)=[CH:14][CH:13]=[CH:12][C:11]=4[OH:10])=[O:24])[CH:60]=[CH:61][CH:62]=2)=[CH:53][CH:52]=1. The catalyst class is: 3. (5) Reactant: Br[C:2]1[CH:7]=[CH:6][C:5]([Br:8])=[CH:4][N:3]=1.[NH:9]1[CH2:16][CH2:15]C[C@H:10]1[C:11](O)=[O:12].N1CCCC1.C(O[K])(C)=O. Product: [Br:8][C:5]1[CH:6]=[CH:7][C:2]([N:9]2[CH2:10][CH2:11][O:12][CH2:15][CH2:16]2)=[N:3][CH:4]=1. The catalyst class is: 3. (6) Product: [C:4]([O:3][C:1]([N:8]1[CH2:13][CH2:12][N:11]([CH:18]([C:20]2[CH:25]=[CH:24][C:23]([I:26])=[CH:22][CH:21]=2)[CH3:19])[C:10](=[O:14])[CH2:9]1)=[O:2])([CH3:7])([CH3:6])[CH3:5]. Reactant: [C:1]([N:8]1[CH2:13][CH2:12][NH:11][C:10](=[O:14])[CH2:9]1)([O:3][C:4]([CH3:7])([CH3:6])[CH3:5])=[O:2].[H-].[Na+].Br[CH:18]([C:20]1[CH:25]=[CH:24][C:23]([I:26])=[CH:22][CH:21]=1)[CH3:19]. The catalyst class is: 3. (7) Reactant: N#N.[CH3:3][S:4]([C:7]1[O:11][C:10]([CH2:12][N:13]2[N:17]=[C:16]([N+:18]([O-])=O)[CH:15]=[N:14]2)=[CH:9][CH:8]=1)(=[O:6])=[O:5].[NH4+].[Cl-]. Product: [CH3:3][S:4]([C:7]1[O:11][C:10]([CH2:12][N:13]2[N:17]=[C:16]([NH2:18])[CH:15]=[N:14]2)=[CH:9][CH:8]=1)(=[O:6])=[O:5]. The catalyst class is: 314.